From a dataset of Forward reaction prediction with 1.9M reactions from USPTO patents (1976-2016). Predict the product of the given reaction. (1) Given the reactants O[C@H:2]([CH:22]([CH3:24])[CH3:23])[C@H:3]([NH:7][C:8]([O:10][CH2:11][CH2:12][CH2:13][CH2:14][CH2:15][C:16]1[CH:21]=[CH:20][CH:19]=[CH:18][CH:17]=1)=[O:9])[C:4]([OH:6])=[O:5].CCN(CC)CC.CN(C(ON1N=NC2C=CC=CC1=2)=[N+](C)C)C.[B-](F)(F)(F)F, predict the reaction product. The product is: [C:16]1([CH2:15][CH2:14][CH2:13][CH2:12][CH2:11][O:10][C:8](=[O:9])[NH:7][C@H:3]2[C:4](=[O:6])[O:5][C@H:2]2[CH:22]([CH3:24])[CH3:23])[CH:21]=[CH:20][CH:19]=[CH:18][CH:17]=1. (2) The product is: [Cl:43][C:40]1[CH:41]=[CH:42][C:37]([C@H:33]([C:34]([N:21]2[CH2:22][CH2:23][N:18]([C:10]3[C:9]([C:5]4[CH:6]=[CH:7][CH:8]=[C:3]([O:2][CH3:1])[CH:4]=4)=[CH:14][N:13]=[C:12]4[NH:15][CH:16]=[CH:17][C:11]=34)[CH2:19][CH2:20]2)=[O:35])[CH2:32][N:31]([CH:44]([CH3:45])[CH3:46])[C:29](=[O:30])[O:28][C:24]([CH3:26])([CH3:25])[CH3:27])=[CH:38][CH:39]=1. Given the reactants [CH3:1][O:2][C:3]1[CH:4]=[C:5]([C:9]2[C:10]([N:18]3[CH2:23][CH2:22][NH:21][CH2:20][CH2:19]3)=[C:11]3[CH:17]=[CH:16][NH:15][C:12]3=[N:13][CH:14]=2)[CH:6]=[CH:7][CH:8]=1.[C:24]([O:28][C:29]([N:31]([CH:44]([CH3:46])[CH3:45])[CH2:32][C@H:33]([C:37]1[CH:42]=[CH:41][C:40]([Cl:43])=[CH:39][CH:38]=1)[C:34](O)=[O:35])=[O:30])([CH3:27])([CH3:26])[CH3:25].C1C=CC2N(O)N=NC=2C=1.O.CCN=C=NCCCN(C)C.CCN(C(C)C)C(C)C, predict the reaction product. (3) Given the reactants [CH3:1][O:2][C:3]1[CH:19]=[CH:18][C:6]([CH2:7][N:8]2[C:12]3[N:13]=[CH:14][CH:15]=[C:16](O)[C:11]=3[CH:10]=[N:9]2)=[CH:5][CH:4]=1.P(Cl)(Cl)([Cl:22])=O, predict the reaction product. The product is: [Cl:22][C:16]1[CH:15]=[CH:14][N:13]=[C:12]2[N:8]([CH2:7][C:6]3[CH:18]=[CH:19][C:3]([O:2][CH3:1])=[CH:4][CH:5]=3)[N:9]=[CH:10][C:11]=12. (4) Given the reactants [CH3:1][O:2][C:3]([CH:5]1[CH2:9][N:8]([C:10](OC(C)(C)C)=[O:11])[CH2:7][N:6]1[C:17](=[O:27])[CH:18]([NH:22][C:23]([O:25][CH3:26])=[O:24])[CH:19]([CH3:21])[CH3:20])=[O:4].Cl.[CH:29](N(C(C)C)CC)(C)C.C(OC(=O)C)(=O)C, predict the reaction product. The product is: [CH3:1][O:2][C:3]([CH:5]1[CH2:9][N:8]([C:10](=[O:11])[CH3:29])[CH2:7][N:6]1[C:17](=[O:27])[CH:18]([NH:22][C:23]([O:25][CH3:26])=[O:24])[CH:19]([CH3:21])[CH3:20])=[O:4]. (5) Given the reactants [Br:1][C:2]1[CH:3]=[C:4]2[C:12](=[C:13]([C:15](=[O:17])[NH2:16])[CH:14]=1)[NH:11][C:10]1[CH2:9][CH2:8][CH:7]([C:18]([O:20]CC)=[O:19])[CH2:6][C:5]2=1.[Li+].[OH-], predict the reaction product. The product is: [Br:1][C:2]1[CH:3]=[C:4]2[C:12](=[C:13]([C:15](=[O:17])[NH2:16])[CH:14]=1)[NH:11][C:10]1[CH2:9][CH2:8][CH:7]([C:18]([OH:20])=[O:19])[CH2:6][C:5]2=1. (6) Given the reactants [CH3:1][C:2]1[C:6]([C:7]2[CH:8]=[C:9]([I:17])[C:10]3[NH:14][C:13](=O)[NH:12][C:11]=3[CH:16]=2)=[C:5]([CH3:18])[O:4][N:3]=1.O.O=P(Cl)(Cl)[Cl:22], predict the reaction product. The product is: [Cl:22][C:13]1[NH:12][C:11]2[CH:16]=[C:7]([C:6]3[C:2]([CH3:1])=[N:3][O:4][C:5]=3[CH3:18])[CH:8]=[C:9]([I:17])[C:10]=2[N:14]=1. (7) Given the reactants [I:1][C:2]1[CH:3]=[C:4]([NH2:28])[C:5]([NH:8][CH2:9][C:10]2[CH:15]=[CH:14][C:13]([O:16][CH2:17][C:18]3[CH:23]=[CH:22][C:21]([O:24][CH3:25])=[CH:20][CH:19]=3)=[C:12]([O:26][CH3:27])[CH:11]=2)=[N:6][CH:7]=1.C(N(CC)CC)C.[C:36]([N:41]=[C:42]=[S:43])(=[O:40])[O:37][CH2:38][CH3:39], predict the reaction product. The product is: [I:1][C:2]1[CH:3]=[C:4]([NH:28][C:42]([NH:41][C:36](=[O:40])[O:37][CH2:38][CH3:39])=[S:43])[C:5]([NH:8][CH2:9][C:10]2[CH:15]=[CH:14][C:13]([O:16][CH2:17][C:18]3[CH:23]=[CH:22][C:21]([O:24][CH3:25])=[CH:20][CH:19]=3)=[C:12]([O:26][CH3:27])[CH:11]=2)=[N:6][CH:7]=1. (8) Given the reactants [Cl:1][C:2]1[CH:3]=[C:4]([N:9]2[CH2:14][CH2:13][CH:12]([NH2:15])[CH2:11][CH2:10]2)[CH:5]=[CH:6][C:7]=1[Cl:8].C(N(CC)CC)C.[F:23][C:24]([F:35])([F:34])[C:25](O[C:25](=[O:26])[C:24]([F:35])([F:34])[F:23])=[O:26], predict the reaction product. The product is: [Cl:1][C:2]1[CH:3]=[C:4]([N:9]2[CH2:10][CH2:11][CH:12]([NH:15][C:25](=[O:26])[C:24]([F:35])([F:34])[F:23])[CH2:13][CH2:14]2)[CH:5]=[CH:6][C:7]=1[Cl:8].